Dataset: Peptide-MHC class I binding affinity with 185,985 pairs from IEDB/IMGT. Task: Regression. Given a peptide amino acid sequence and an MHC pseudo amino acid sequence, predict their binding affinity value. This is MHC class I binding data. (1) The peptide sequence is LTRDSFGIV. The MHC is HLA-A32:01 with pseudo-sequence HLA-A32:01. The binding affinity (normalized) is 0.00621. (2) The MHC is HLA-A30:01 with pseudo-sequence HLA-A30:01. The peptide sequence is IIKSSYVFK. The binding affinity (normalized) is 0.779. (3) The peptide sequence is GPRWPRRMP. The MHC is HLA-B08:01 with pseudo-sequence HLA-B08:01. The binding affinity (normalized) is 0.0847. (4) The MHC is HLA-A32:07 with pseudo-sequence HLA-A32:07. The binding affinity (normalized) is 0.699. The peptide sequence is YSLMSRYQF. (5) The peptide sequence is TSAPTTCSVL. The MHC is HLA-B07:02 with pseudo-sequence HLA-B07:02. The binding affinity (normalized) is 0.129. (6) The peptide sequence is IPRRIRQGL. The MHC is HLA-B40:02 with pseudo-sequence HLA-B40:02. The binding affinity (normalized) is 0.